The task is: Predict the reactants needed to synthesize the given product.. This data is from Full USPTO retrosynthesis dataset with 1.9M reactions from patents (1976-2016). (1) Given the product [Cl:1][C:2]1[C:3]([CH3:31])=[C:4]([NH:10]/[C:11](/[C:12]2[O:13][C:16]([C:17]3[CH:22]=[CH:21][C:20]([C:23]([F:25])([F:24])[F:26])=[CH:19][CH:18]=3)=[N:15][N:14]=2)=[CH:28]\[CH3:29])[CH:5]=[CH:6][C:7]=1[C:8]#[N:9], predict the reactants needed to synthesize it. The reactants are: [Cl:1][C:2]1[C:3]([CH3:31])=[C:4]([NH:10][C@H:11]([C@@H:28](O)[CH3:29])[C:12]([NH:14][NH:15][C:16](=O)[C:17]2[CH:22]=[CH:21][C:20]([C:23]([F:26])([F:25])[F:24])=[CH:19][CH:18]=2)=[O:13])[CH:5]=[CH:6][C:7]=1[C:8]#[N:9].C(NP1(N(CC)CC)N(C)CCCN1C)(C)(C)C.C1(C)C=CC(S(Cl)(=O)=O)=CC=1. (2) Given the product [C:39]([O:38][CH2:37][CH2:36][CH2:35][CH2:34][CH2:33][CH2:32][O:31][C:28]1[CH:27]=[CH:26][C:25]([C:24]([O:23][C:20]2[CH:21]=[CH:22][C:2]([O:1][C:56](=[O:57])[C:55]3[CH:54]=[CH:53][C:52]([O:51][CH:46]4[CH2:47][CH2:48][CH2:49][CH2:50][O:45]4)=[CH:60][CH:59]=3)=[C:3]([CH:19]=2)[C:4]([O:6][CH2:7][CH2:8][CH2:9][CH2:10][CH2:11][CH2:12][O:13][C:14](=[O:18])[C:15]([CH3:17])=[CH2:16])=[O:5])=[O:44])=[CH:30][CH:29]=1)(=[O:43])[C:40]([CH3:42])=[CH2:41], predict the reactants needed to synthesize it. The reactants are: [OH:1][C:2]1[CH:22]=[CH:21][C:20]([O:23][C:24](=[O:44])[C:25]2[CH:30]=[CH:29][C:28]([O:31][CH2:32][CH2:33][CH2:34][CH2:35][CH2:36][CH2:37][O:38][C:39](=[O:43])[C:40]([CH3:42])=[CH2:41])=[CH:27][CH:26]=2)=[CH:19][C:3]=1[C:4]([O:6][CH2:7][CH2:8][CH2:9][CH2:10][CH2:11][CH2:12][O:13][C:14](=[O:18])[C:15]([CH3:17])=[CH2:16])=[O:5].[O:45]1[CH2:50][CH2:49][CH2:48][CH2:47][CH:46]1[O:51][C:52]1[CH:60]=[CH:59][C:55]([C:56](O)=[O:57])=[CH:54][CH:53]=1.C1CCC(N=C=NC2CCCCC2)CC1. (3) The reactants are: [F:1][C:2]([F:11])([F:10])[C:3]1[CH:8]=[CH:7][C:6]([OH:9])=[CH:5][CH:4]=1.[C:12]1([CH:18](O)[CH2:19][CH2:20][N:21]2[CH2:26][CH2:25][N:24]([C:27]3[CH:32]=[CH:31][CH:30]=[CH:29][CH:28]=3)[CH2:23][CH2:22]2)[CH:17]=[CH:16][CH:15]=[CH:14][CH:13]=1.C1(P(C2C=CC=CC=2)C2C=CC=CC=2)C=CC=CC=1.N(C(OC(C)C)=O)=NC(OC(C)C)=O.CC(OC(/N=N/C(OC(C)C)=O)=O)C. Given the product [C:27]1([N:24]2[CH2:25][CH2:26][N:21]([CH2:20][CH2:19][CH:18]([C:12]3[CH:17]=[CH:16][CH:15]=[CH:14][CH:13]=3)[O:9][C:6]3[CH:5]=[CH:4][C:3]([C:2]([F:10])([F:11])[F:1])=[CH:8][CH:7]=3)[CH2:22][CH2:23]2)[CH:32]=[CH:31][CH:30]=[CH:29][CH:28]=1, predict the reactants needed to synthesize it. (4) Given the product [F:1][C:2]1[CH:8]=[C:7]([O:9][C:10]2[CH:11]=[CH:12][C:13]([C:16]3[N:17]=[C:18]([CH2:21][O:22][C:23]4[CH:24]=[CH:25][CH:26]=[CH:27][CH:28]=4)[NH:19][CH:20]=3)=[CH:14][CH:15]=2)[CH:6]=[CH:5][C:3]=1[NH:4][S:36]([NH:39][C:40](=[O:41])[O:47][C:43]([CH3:46])([CH3:45])[CH3:44])(=[O:38])=[O:37], predict the reactants needed to synthesize it. The reactants are: [F:1][C:2]1[CH:8]=[C:7]([O:9][C:10]2[CH:15]=[CH:14][C:13]([C:16]3[N:17]=[C:18]([CH2:21][O:22][C:23]4[CH:28]=[CH:27][CH:26]=[CH:25][CH:24]=4)[NH:19][CH:20]=3)=[CH:12][CH:11]=2)[CH:6]=[CH:5][C:3]=1[NH2:4].C(N(CC)CC)C.[S:36](Cl)([N:39]=[C:40]=[O:41])(=[O:38])=[O:37].[C:43]([OH:47])([CH3:46])([CH3:45])[CH3:44]. (5) Given the product [CH3:26][N:23]1[CH2:22][CH2:21][N:20]([C:18]([C:15]2[CH:14]=[CH:13][C:12]([C:9]3[CH:10]=[CH:11][C:6]4[N:7]([C:3]([C:1]#[C:2][C:28]5[CH:33]=[CH:32][CH:31]=[CH:30][C:29]=5[CH3:34])=[CH:4][N:5]=4)[N:8]=3)=[CH:17][CH:16]=2)=[O:19])[CH2:25][CH2:24]1, predict the reactants needed to synthesize it. The reactants are: [C:1]([C:3]1[N:7]2[N:8]=[C:9]([C:12]3[CH:17]=[CH:16][C:15]([C:18]([N:20]4[CH2:25][CH2:24][N:23]([CH3:26])[CH2:22][CH2:21]4)=[O:19])=[CH:14][CH:13]=3)[CH:10]=[CH:11][C:6]2=[N:5][CH:4]=1)#[CH:2].I[C:28]1[CH:33]=[CH:32][CH:31]=[CH:30][C:29]=1[CH3:34].CCN(CC)CC. (6) Given the product [Cl:1][C:2]1[CH:11]=[CH:10][C:9]([N:12]([C:13](=[O:34])[CH2:14][CH2:15][C:16]2[CH:21]=[CH:20][C:19]([O:22][CH2:23][CH2:24][CH2:25][CH2:26][CH2:27][C:28]3[CH:29]=[CH:30][CH:31]=[CH:32][CH:33]=3)=[CH:18][CH:17]=2)[CH3:37])=[CH:8][C:3]=1[C:4]([O:6][CH3:7])=[O:5], predict the reactants needed to synthesize it. The reactants are: [Cl:1][C:2]1[CH:11]=[CH:10][C:9]([NH:12][C:13](=[O:34])[CH2:14][CH2:15][C:16]2[CH:21]=[CH:20][C:19]([O:22][CH2:23][CH2:24][CH2:25][CH2:26][CH2:27][C:28]3[CH:33]=[CH:32][CH:31]=[CH:30][CH:29]=3)=[CH:18][CH:17]=2)=[CH:8][C:3]=1[C:4]([O:6][CH3:7])=[O:5].[H-].[Na+].[CH3:37]I.[Cl-].[NH4+].